Dataset: Forward reaction prediction with 1.9M reactions from USPTO patents (1976-2016). Task: Predict the product of the given reaction. (1) Given the reactants [Cl:1][C:2]1[C:3](Cl)=[N:4][CH:5]=[C:6]([CH:9]=1)[C:7]#[N:8].[N:11]1[CH:16]=[CH:15][CH:14]=[CH:13][C:12]=1[C:17]([NH2:19])=O.C(=O)([O-])[O-].[K+].[K+], predict the reaction product. The product is: [Cl:1][C:2]1[C:3]([NH:19][CH2:17][C:12]2[CH:13]=[CH:14][CH:15]=[CH:16][N:11]=2)=[N:4][CH:5]=[C:6]([CH:9]=1)[C:7]#[N:8]. (2) Given the reactants Br[C:2]1[CH:3]=[CH:4][C:5]([N:8]2[CH:12]=[CH:11][C:10]([CH:13]([C:15]3[CH:27]=[CH:26][C:18]4[N:19]([CH2:23][O:24][CH3:25])[C:20](=[O:22])[S:21][C:17]=4[CH:16]=3)[CH3:14])=[N:9]2)=[N:6][CH:7]=1.CC(C1C=C(C(C)C)C(C2C=CC=CC=2P(C2CCCCC2)C2CCCCC2)=C(C(C)C)C=1)C.CC(C)([O-])C.[Na+].[NH:68]1[CH2:73][CH2:72][O:71][CH2:70][CH2:69]1, predict the reaction product. The product is: [CH3:25][O:24][CH2:23][N:19]1[C:18]2[CH:26]=[CH:27][C:15]([CH:13]([C:10]3[CH:11]=[CH:12][N:8]([C:5]4[CH:4]=[CH:3][C:2]([N:68]5[CH2:73][CH2:72][O:71][CH2:70][CH2:69]5)=[CH:7][N:6]=4)[N:9]=3)[CH3:14])=[CH:16][C:17]=2[S:21][C:20]1=[O:22]. (3) Given the reactants [F:1][CH:2]([CH2:14]OS(C1C=CC(C)=CC=1)(=O)=O)[CH2:3][CH2:4][N:5]1[CH:9]=[C:8]([C:10]([O:12][CH3:13])=[O:11])[N:7]=[N:6]1.[N-:26]=[N+:27]=[N-:28].[Na+].[C:30]([O:34][C:35]([CH3:38])([CH3:37])[CH3:36])(=[O:33])[C:31]#[CH:32].O=C1O[C@H]([C@H](CO)O)C(O)=C1O, predict the reaction product. The product is: [F:1][CH:2]([CH2:3][CH2:4][N:5]1[CH:9]=[C:8]([C:10]([O:12][CH3:13])=[O:11])[N:7]=[N:6]1)[CH2:14][N:26]1[CH:32]=[C:31]([C:30]([O:34][C:35]([CH3:38])([CH3:37])[CH3:36])=[O:33])[N:28]=[N:27]1. (4) Given the reactants CN([CH2:4][C:5]([CH:7]=[C:8]1[CH2:10][CH2:9]1)=O)C.[C:11]([CH2:13][C:14]([NH2:16])=[O:15])#[N:12].N1CCCCC1.Cl, predict the reaction product. The product is: [CH:8]1([C:7]2[CH:5]=[CH:4][C:13]([C:11]#[N:12])=[C:14]([OH:15])[N:16]=2)[CH2:9][CH2:10]1. (5) Given the reactants [CH3:1][C:2]1([CH3:22])[CH2:6][N:5]([C:7]2[CH:12]=[CH:11][C:10]([C:13]#[C:14][C:15]3[CH:20]=[CH:19][CH:18]=[CH:17][CH:16]=3)=[CH:9][N:8]=2)[C:4](=[O:21])[NH:3]1.[H-].[Na+].IC.[C:27]([O-])(O)=O.[Na+], predict the reaction product. The product is: [CH3:27][N:3]1[C:2]([CH3:22])([CH3:1])[CH2:6][N:5]([C:7]2[CH:12]=[CH:11][C:10]([C:13]#[C:14][C:15]3[CH:16]=[CH:17][CH:18]=[CH:19][CH:20]=3)=[CH:9][N:8]=2)[C:4]1=[O:21].